This data is from Forward reaction prediction with 1.9M reactions from USPTO patents (1976-2016). The task is: Predict the product of the given reaction. (1) The product is: [CH3:1][O:2][C:3]([C:5]1[N:6]([N:23]=[CH:24][CH2:25][CH3:26])[C:7](=[O:22])[C:8]2[C:13]([C:14]=1[C:15]1[CH:20]=[CH:19][CH:18]=[CH:17][CH:16]=1)=[CH:12][C:11]([Cl:21])=[CH:10][CH:9]=2)=[O:4]. Given the reactants [CH3:1][O:2][C:3]([C:5]1[N:6]([NH2:23])[C:7](=[O:22])[C:8]2[C:13]([C:14]=1[C:15]1[CH:20]=[CH:19][CH:18]=[CH:17][CH:16]=1)=[CH:12][C:11]([Cl:21])=[CH:10][CH:9]=2)=[O:4].[CH:24](=O)[CH2:25][CH3:26], predict the reaction product. (2) Given the reactants [CH2:1]([O:8][N:9]1[C:14]2=[N:15][CH:16]=[N:17][CH:18]=[C:13]2[C:12](=[O:19])[N:11](CC2C=CC(OC)=CC=2)[C:10]1=[O:29])[C:2]1[CH:7]=[CH:6][CH:5]=[CH:4][CH:3]=1.O=[N+]([O-])[O-].[O-][N+](=O)[O-].[O-][N+](=O)[O-].[O-][N+](=O)[O-].[O-][N+](=O)[O-].[O-][N+](=O)[O-].[Ce+4].[NH4+].[NH4+].C(OCC)(=O)C, predict the reaction product. The product is: [CH2:1]([O:8][N:9]1[C:14]2=[N:15][CH:16]=[N:17][CH:18]=[C:13]2[C:12]([OH:19])=[N:11][C:10]1=[O:29])[C:2]1[CH:7]=[CH:6][CH:5]=[CH:4][CH:3]=1.